This data is from Full USPTO retrosynthesis dataset with 1.9M reactions from patents (1976-2016). The task is: Predict the reactants needed to synthesize the given product. The reactants are: [C:1](=[O:16])([O:4][C:5]1[CH:10]=[CH:9][CH:8]=[CH:7][C:6]=1[O:11][C:12]([F:15])([F:14])[F:13])[O:2][CH3:3].[N+:17]([O-:20])([O-:19])=[O:18].[K+]. Given the product [C:1](=[O:16])([O:4][C:5]1[CH:10]=[C:9]([N+:17]([O-:19])=[O:18])[CH:8]=[CH:7][C:6]=1[O:11][C:12]([F:15])([F:13])[F:14])[O:2][CH3:3].[C:1](=[O:16])([O:4][C:5]1[CH:10]=[CH:9][C:8]([N+:17]([O-:20])=[O:18])=[CH:7][C:6]=1[O:11][C:12]([F:15])([F:13])[F:14])[O:2][CH3:3], predict the reactants needed to synthesize it.